From a dataset of Forward reaction prediction with 1.9M reactions from USPTO patents (1976-2016). Predict the product of the given reaction. (1) Given the reactants C[O:2][C:3]([C:5]1[CH:10]=[CH:9][C:8]([CH:11]2[CH2:13][CH2:12]2)=[C:7]([NH:14][C:15]2[CH:20]=[CH:19][C:18]([Cl:21])=[CH:17][C:16]=2[Cl:22])[N:6]=1)=[O:4].O.[OH-].[Li+], predict the reaction product. The product is: [CH:11]1([C:8]2[CH:9]=[CH:10][C:5]([C:3]([OH:4])=[O:2])=[N:6][C:7]=2[NH:14][C:15]2[CH:20]=[CH:19][C:18]([Cl:21])=[CH:17][C:16]=2[Cl:22])[CH2:12][CH2:13]1. (2) Given the reactants Br[C:2]1([C:6]([O:8][CH2:9][CH3:10])=[O:7])[CH2:5][CH2:4][CH2:3]1.CN(C=O)C.[C:16]([C:18]1[C:27]2[C:22](=[CH:23][CH:24]=[CH:25][CH:26]=2)[C:21]([S-:28])=[CH:20][CH:19]=1)#[N:17], predict the reaction product. The product is: [C:16]([C:18]1[C:27]2[C:22](=[CH:23][CH:24]=[CH:25][CH:26]=2)[C:21]([S:28][C:2]2([C:6]([O:8][CH2:9][CH3:10])=[O:7])[CH2:5][CH2:4][CH2:3]2)=[CH:20][CH:19]=1)#[N:17].